Task: Predict which catalyst facilitates the given reaction.. Dataset: Catalyst prediction with 721,799 reactions and 888 catalyst types from USPTO (1) Reactant: [CH:1]([CH:3]1[CH2:8][C:7](=[O:9])[CH2:6][CH2:5][NH:4]1)=[CH2:2].Cl[CH2:11][C:12]1[CH:17]=[CH:16][CH:15]=[C:14]([O:18][CH:19]([CH3:21])[CH3:20])[CH:13]=1.C([O-])([O-])=O.[K+].[K+]. Product: [CH:19]([O:18][C:14]1[CH:13]=[C:12]([CH:17]=[CH:16][CH:15]=1)[CH2:11][N:4]1[CH2:5][CH2:6][C:7](=[O:9])[CH2:8][CH:3]1[CH:1]=[CH2:2])([CH3:21])[CH3:20]. The catalyst class is: 10. (2) Reactant: [NH2:1][CH2:2][C@@H:3]1[C@H:8]([CH3:9])[CH2:7][CH2:6][CH2:5][N:4]1[C:10]([C:12]1[CH:17]=[C:16]([F:18])[CH:15]=[CH:14][C:13]=1[C:19]1[N:24]=[CH:23][CH:22]=[CH:21][N:20]=1)=[O:11].F[C:26]1[CH:31]=[CH:30][C:29]([C:32]([F:35])([F:34])[F:33])=[CH:28][N:27]=1.C([O-])([O-])=O.[K+].[K+]. Product: [F:18][C:16]1[CH:15]=[CH:14][C:13]([C:19]2[N:20]=[CH:21][CH:22]=[CH:23][N:24]=2)=[C:12]([C:10]([N:4]2[CH2:5][CH2:6][CH2:7][C@@H:8]([CH3:9])[C@H:3]2[CH2:2][NH:1][C:26]2[CH:31]=[CH:30][C:29]([C:32]([F:35])([F:34])[F:33])=[CH:28][N:27]=2)=[O:11])[CH:17]=1. The catalyst class is: 31.